From a dataset of Forward reaction prediction with 1.9M reactions from USPTO patents (1976-2016). Predict the product of the given reaction. (1) Given the reactants [Br:1][C:2]1[CH:10]=[C:9]2[C:5]([C:6]([C:11]([OH:13])=O)=[N:7][NH:8]2)=[CH:4][CH:3]=1.C1N=CN(C(N2C=NC=C2)=O)C=1.[NH:26]1[CH2:31][CH2:30][O:29][CH2:28][CH2:27]1, predict the reaction product. The product is: [Br:1][C:2]1[CH:10]=[C:9]2[C:5]([C:6]([C:11]([N:26]3[CH2:31][CH2:30][O:29][CH2:28][CH2:27]3)=[O:13])=[N:7][NH:8]2)=[CH:4][CH:3]=1. (2) Given the reactants [Cl:1][C:2]1[C:11]2[C:12]3[C:17]([NH:18][C:10]=2[C:9]2[C:4](=[CH:5][CH:6]=[CH:7][CH:8]=2)[N:3]=1)=[CH:16][CH:15]=[CH:14][CH:13]=3.[NH:19]1C2C(=CC=CC=2)[C:22](=[O:23])[C:20]1=O.NCCO.CO, predict the reaction product. The product is: [ClH:1].[CH:8]1[CH:7]=[CH:6][CH:5]=[C:4]2[C:9]=1[C:10]1[NH:18][C:17]3[C:12](=[CH:13][CH:14]=[CH:15][CH:16]=3)[C:11]=1[C:2]([NH:19][CH2:20][CH2:22][OH:23])=[N:3]2. (3) Given the reactants [CH2:1]([N:3]1[CH:7]=[C:6]([C:8]2[CH:13]=[CH:12][N:11]=[C:10]3[NH:14][CH:15]=[CH:16][C:9]=23)[C:5]([C:17]2[CH:23]=[CH:22][C:20]([NH2:21])=[CH:19][CH:18]=2)=[N:4]1)[CH3:2].C(N(CC)CC)C.[N:31]1([C:37](Cl)=[O:38])[CH2:36][CH2:35][O:34][CH2:33][CH2:32]1.O, predict the reaction product. The product is: [CH2:1]([N:3]1[CH:7]=[C:6]([C:8]2[CH:13]=[CH:12][N:11]=[C:10]3[NH:14][CH:15]=[CH:16][C:9]=23)[C:5]([C:17]2[CH:23]=[CH:22][C:20]([NH:21][C:37]([N:31]3[CH2:36][CH2:35][O:34][CH2:33][CH2:32]3)=[O:38])=[CH:19][CH:18]=2)=[N:4]1)[CH3:2].